Dataset: Catalyst prediction with 721,799 reactions and 888 catalyst types from USPTO. Task: Predict which catalyst facilitates the given reaction. (1) The catalyst class is: 38. Reactant: [F:1][C:2]1[CH:7]=[CH:6][C:5]([C:8]2[O:9][C:10]3[CH:20]=[C:19]([N:21]([CH3:26])[S:22]([CH3:25])(=[O:24])=[O:23])[C:18]([C:27]4[N:32]=[C:31]([C:33]([O:35]C)=[O:34])[C:30]([O:37][CH3:38])=[CH:29][CH:28]=4)=[CH:17][C:11]=3[C:12]=2[C:13](=[O:16])[NH:14][CH3:15])=[CH:4][CH:3]=1.O[Li].O. Product: [F:1][C:2]1[CH:7]=[CH:6][C:5]([C:8]2[O:9][C:10]3[CH:20]=[C:19]([N:21]([CH3:26])[S:22]([CH3:25])(=[O:24])=[O:23])[C:18]([C:27]4[N:32]=[C:31]([C:33]([OH:35])=[O:34])[C:30]([O:37][CH3:38])=[CH:29][CH:28]=4)=[CH:17][C:11]=3[C:12]=2[C:13](=[O:16])[NH:14][CH3:15])=[CH:4][CH:3]=1. (2) Reactant: [C:1]([O:5][NH:6][C:7]([C@:9]1([CH3:38])[C@H:14]([NH:15][S:16]([C:19]2[CH:24]=[CH:23][C:22]([O:25][CH2:26][C:27]3[C:36]4[C:31](=[CH:32][CH:33]=[CH:34][CH:35]=4)[N:30]=[C:29]([CH3:37])[CH:28]=3)=[CH:21][CH:20]=2)(=[O:18])=[O:17])[CH2:13][CH2:12][NH:11][CH2:10]1)=[O:8])([CH3:4])([CH3:3])[CH3:2].C(N(CC)CC)C.[C:46](Cl)(=[O:48])[CH3:47]. Product: [C:46]([N:11]1[CH2:12][CH2:13][C@@H:14]([NH:15][S:16]([C:19]2[CH:20]=[CH:21][C:22]([O:25][CH2:26][C:27]3[C:36]4[C:31](=[CH:32][CH:33]=[CH:34][CH:35]=4)[N:30]=[C:29]([CH3:37])[CH:28]=3)=[CH:23][CH:24]=2)(=[O:18])=[O:17])[C@@:9]([CH3:38])([C:7]([NH:6][O:5][C:1]([CH3:4])([CH3:3])[CH3:2])=[O:8])[CH2:10]1)(=[O:48])[CH3:47]. The catalyst class is: 124. (3) Reactant: [C:1]([C:4]1[CH:5]=[C:6]2[C:10](=[CH:11][CH:12]=1)[NH:9][CH:8]=[CH:7]2)([OH:3])=[O:2].C(N1C=CN=C1)(N1[CH:19]=[CH:18]N=C1)=O.CCO.[H-].[Na+]. Product: [CH2:18]([O:2][C:1]([C:4]1[CH:5]=[C:6]2[C:10](=[CH:11][CH:12]=1)[NH:9][CH:8]=[CH:7]2)=[O:3])[CH3:19]. The catalyst class is: 1. (4) Reactant: N(C(OCC)=O)=NC(OCC)=O.C1(C)C=CC=CC=1.C1(P(C2C=CC=CC=2)C2C=CC=CC=2)C=CC=CC=1.O[CH:40]([C:51]1[S:52][CH:53]=[C:54]([C:56]([O:58][CH2:59][CH3:60])=[O:57])[N:55]=1)[CH2:41][C:42]([C:44]1[CH:49]=[CH:48][CH:47]=[CH:46][C:45]=1[OH:50])=[O:43]. Product: [O:43]=[C:42]1[C:44]2[C:45](=[CH:46][CH:47]=[CH:48][CH:49]=2)[O:50][CH:40]([C:51]2[S:52][CH:53]=[C:54]([C:56]([O:58][CH2:59][CH3:60])=[O:57])[N:55]=2)[CH2:41]1. The catalyst class is: 7. (5) Product: [F:1][C:2]1[CH:3]=[C:4]([C:11]([F:14])([F:12])[F:13])[CH:5]=[C:6]2[C:10]=1[N:9]([CH3:17])[CH:8]=[CH:7]2. Reactant: [F:1][C:2]1[CH:3]=[C:4]([C:11]([F:14])([F:13])[F:12])[CH:5]=[C:6]2[C:10]=1[NH:9][CH:8]=[CH:7]2.[H-].[Na+].[CH3:17]I.O. The catalyst class is: 9. (6) Reactant: [CH3:1][O:2][C:3](=[O:15])[C:4]1[CH:13]=[C:12]([OH:14])[CH:11]=[C:6]([C:7]([O:9][CH3:10])=[O:8])[CH:5]=1.Cl[C:17]([F:23])([F:22])C(OC)=O.C(=O)([O-])[O-].[Cs+].[Cs+]. Product: [CH3:10][O:9][C:7](=[O:8])[C:6]1[CH:11]=[C:12]([O:14][CH:17]([F:23])[F:22])[CH:13]=[C:4]([C:3]([O:2][CH3:1])=[O:15])[CH:5]=1. The catalyst class is: 311. (7) Reactant: C(OC([NH:11][C@H:12]1[CH2:17][CH2:16][CH2:15][N:14]([P:18]([NH:27][CH2:28][CH2:29][CH2:30][CH2:31][CH2:32][CH3:33])([NH:20][CH2:21][CH2:22][CH2:23][CH2:24][CH2:25][CH3:26])=[O:19])[C:13]1=[O:34])=O)C1C=CC=CC=1. Product: [NH2:11][C@H:12]1[CH2:17][CH2:16][CH2:15][N:14]([P:18]([NH:27][CH2:28][CH2:29][CH2:30][CH2:31][CH2:32][CH3:33])([NH:20][CH2:21][CH2:22][CH2:23][CH2:24][CH2:25][CH3:26])=[O:19])[C:13]1=[O:34]. The catalyst class is: 19. (8) Reactant: [CH3:1][N:2]1[CH:6]=[C:5]([C:7]2[CH:16]=[CH:15][C:14]([C:17]3[CH:18]=[N:19][CH:20]=[C:21]([CH3:23])[CH:22]=3)=[CH:13][C:8]=2[C:9]([O:11]C)=[O:10])[CH:4]=[N:3]1.[OH-].[Li+].Cl. Product: [CH3:1][N:2]1[CH:6]=[C:5]([C:7]2[CH:16]=[CH:15][C:14]([C:17]3[CH:18]=[N:19][CH:20]=[C:21]([CH3:23])[CH:22]=3)=[CH:13][C:8]=2[C:9]([OH:11])=[O:10])[CH:4]=[N:3]1. The catalyst class is: 252. (9) Reactant: [OH:1][C@@H:2]1[CH2:10][C:9]2[C:4](=[CH:5][CH:6]=[CH:7][CH:8]=2)[C@@H:3]1[N:11]1[CH2:15][CH2:14][CH2:13][C:12]1=[O:16].N1C=CN=C1.[C:22]([Si:26]([CH3:29])([CH3:28])Cl)([CH3:25])([CH3:24])[CH3:23].O. Product: [Si:26]([O:1][C@@H:2]1[CH2:10][C:9]2[C:4](=[CH:5][CH:6]=[CH:7][CH:8]=2)[C@@H:3]1[N:11]1[CH2:15][CH2:14][CH2:13][C:12]1=[O:16])([C:22]([CH3:25])([CH3:24])[CH3:23])([CH3:29])[CH3:28]. The catalyst class is: 9.